From a dataset of Full USPTO retrosynthesis dataset with 1.9M reactions from patents (1976-2016). Predict the reactants needed to synthesize the given product. (1) Given the product [Cl-:4].[CH3:9][S:10]([C:13]1[C:22]([S:23]([CH3:26])(=[O:25])=[O:24])=[CH:21][C:16]([C:17]([NH:7][C:6]([NH2:8])=[NH2+:5])=[O:18])=[C:15]([CH3:27])[CH:14]=1)(=[O:12])=[O:11], predict the reactants needed to synthesize it. The reactants are: C[O-].[Na+].[Cl-:4].[NH2:5][C:6]([NH2:8])=[NH2+:7].[CH3:9][S:10]([C:13]1[C:22]([S:23]([CH3:26])(=[O:25])=[O:24])=[CH:21][C:16]([C:17](OC)=[O:18])=[C:15]([CH3:27])[CH:14]=1)(=[O:12])=[O:11].Cl. (2) Given the product [Cl:1][C:2]1[CH:14]=[C:13]([Cl:15])[C:12]([O:16][C:17]2[N:21]([CH3:22])[N:20]=[C:19]([CH3:23])[C:18]=2/[CH:24]=[N:30]/[CH2:29][C:28]#[N:27])=[CH:11][C:3]=1[O:4][C@@H:5]([CH3:10])[C:6]([O:8][CH3:9])=[O:7], predict the reactants needed to synthesize it. The reactants are: [Cl:1][C:2]1[CH:14]=[C:13]([Cl:15])[C:12]([O:16][C:17]2[N:21]([CH3:22])[N:20]=[C:19]([CH3:23])[C:18]=2[CH:24]=O)=[CH:11][C:3]=1[O:4][C@@H:5]([CH3:10])[C:6]([O:8][CH3:9])=[O:7].Cl.[NH2:27][CH2:28][C:29]#[N:30].C(=O)([O-])[O-].[Na+].[Na+].CCCCCC.C(OCC)(=O)C. (3) Given the product [CH:22]1([NH:27][C:2]2[CH:3]=[C:4]3[C:9](=[CH:10][C:11]=2[N+:12]([O-:14])=[O:13])[NH:8][C:7](=[O:15])[N:6]([NH:16][S:17]([CH3:20])(=[O:19])=[O:18])[C:5]3=[O:21])[CH2:26][CH2:25][CH2:24][CH2:23]1, predict the reactants needed to synthesize it. The reactants are: F[C:2]1[CH:3]=[C:4]2[C:9](=[CH:10][C:11]=1[N+:12]([O-:14])=[O:13])[NH:8][C:7](=[O:15])[N:6]([NH:16][S:17]([CH3:20])(=[O:19])=[O:18])[C:5]2=[O:21].[CH:22]1([NH2:27])[CH2:26][CH2:25][CH2:24][CH2:23]1.C(O)C. (4) Given the product [CH2:29]([C:28]1[N:36]=[C:23]([CH:11]2[CH2:10][CH:9]([C:6]3[CH:7]=[CH:8][C:3]([CH2:1][CH3:2])=[CH:4][CH:5]=3)[CH2:14][N:13]([C:15]([N:17]3[CH2:22][CH2:21][O:20][CH2:19][CH2:18]3)=[O:16])[CH2:12]2)[O:25][N:27]=1)[C:30]1[CH:35]=[CH:34][CH:33]=[CH:32][CH:31]=1, predict the reactants needed to synthesize it. The reactants are: [CH2:1]([C:3]1[CH:8]=[CH:7][C:6]([CH:9]2[CH2:14][N:13]([C:15]([N:17]3[CH2:22][CH2:21][O:20][CH2:19][CH2:18]3)=[O:16])[CH2:12][CH:11]([C:23]([OH:25])=O)[CH2:10]2)=[CH:5][CH:4]=1)[CH3:2].O[NH:27][C:28](=[NH:36])[CH2:29][C:30]1[CH:35]=[CH:34][CH:33]=[CH:32][CH:31]=1. (5) Given the product [CH2:28]([O:27][C@@H:18]([CH2:19][C:20]1[CH:21]=[CH:22][C:23]([O:26][CH2:3][C:4]([C:6]2[CH:11]=[CH:10][C:9]([CH2:12][CH3:13])=[CH:8][N:7]=2)=[O:5])=[CH:24][CH:25]=1)[C:17]([O:16][CH2:14][CH3:15])=[O:30])[CH3:29], predict the reactants needed to synthesize it. The reactants are: Br.Br[CH2:3][C:4]([C:6]1[CH:11]=[CH:10][C:9]([CH2:12][CH3:13])=[CH:8][N:7]=1)=[O:5].[CH2:14]([O:16][C:17](=[O:30])[C@@H:18]([O:27][CH2:28][CH3:29])[CH2:19][C:20]1[CH:25]=[CH:24][C:23]([OH:26])=[CH:22][CH:21]=1)[CH3:15].CN(C)C=O.C(=O)([O-])[O-].[Cs+].[Cs+].